Dataset: Full USPTO retrosynthesis dataset with 1.9M reactions from patents (1976-2016). Task: Predict the reactants needed to synthesize the given product. The reactants are: CSC.B(F)(F)F.CCOCC.[CH3:13][O:14][C:15](=[O:38])[CH:16]([O:35][CH2:36][CH3:37])[CH2:17][C:18]1[C:26]2[O:25][CH:24]=[CH:23][C:22]=2[C:21]([O:27]CC2C=CC=CC=2)=[CH:20][CH:19]=1. Given the product [CH3:13][O:14][C:15](=[O:38])[CH:16]([O:35][CH2:36][CH3:37])[CH2:17][C:18]1[C:26]2[O:25][CH:24]=[CH:23][C:22]=2[C:21]([OH:27])=[CH:20][CH:19]=1, predict the reactants needed to synthesize it.